From a dataset of Full USPTO retrosynthesis dataset with 1.9M reactions from patents (1976-2016). Predict the reactants needed to synthesize the given product. (1) The reactants are: [F:1][C:2]1[CH:7]=[CH:6][CH:5]=[C:4]([CH3:8])[N:3]=1.C([O:13]C(N(C)C)N(C)C)(C)(C)C.I([O-])(=O)(=O)=O.[Na+]. Given the product [F:1][C:2]1[CH:7]=[CH:6][CH:5]=[C:4]([CH:8]=[O:13])[N:3]=1, predict the reactants needed to synthesize it. (2) Given the product [CH2:5]([C@H:2]1[CH2:3][O:4][C:12](=[O:13])[NH:1]1)[C:6]1[CH:11]=[CH:10][CH:9]=[CH:8][CH:7]=1, predict the reactants needed to synthesize it. The reactants are: [NH2:1][C@@H:2]([CH2:5][C:6]1[CH:11]=[CH:10][CH:9]=[CH:8][CH:7]=1)[CH2:3][OH:4].[C:12](=O)(OCC)[O:13]CC.Cl. (3) Given the product [F:20][C:14]1[CH:15]=[CH:16][CH:17]=[C:18]([F:19])[C:13]=1[CH2:12][O:11][C:10]1[C:5]2[N:6]([C:2]([C:24]#[C:23][Si:25]([CH3:28])([CH3:27])[CH3:26])=[C:3]([CH3:22])[N:4]=2)[CH:7]=[C:8]([CH3:21])[CH:9]=1, predict the reactants needed to synthesize it. The reactants are: Br[C:2]1[N:6]2[CH:7]=[C:8]([CH3:21])[CH:9]=[C:10]([O:11][CH2:12][C:13]3[C:18]([F:19])=[CH:17][CH:16]=[CH:15][C:14]=3[F:20])[C:5]2=[N:4][C:3]=1[CH3:22].[C:23]([Si:25]([CH3:28])([CH3:27])[CH3:26])#[CH:24].C(NC(C)C)(C)C. (4) Given the product [C:2]([O:6][C:7]([N:9]1[CH2:13][CH2:12][CH2:11][CH:10]1[C:14]1[CH:18]=[C:17]([CH2:19][CH:20]([NH:26][C:30](=[O:31])[C:29]2[C:28]([Cl:27])=[CH:36][CH:35]=[CH:34][C:33]=2[Cl:37])[C:21]([O:23][CH2:24][CH3:25])=[O:22])[O:16][N:15]=1)=[O:8])([CH3:4])([CH3:5])[CH3:3], predict the reactants needed to synthesize it. The reactants are: Cl.[C:2]([O:6][C:7]([N:9]1[CH2:13][CH2:12][CH2:11][CH:10]1[C:14]1[CH:18]=[C:17]([CH2:19][CH:20]([NH2:26])[C:21]([O:23][CH2:24][CH3:25])=[O:22])[O:16][N:15]=1)=[O:8])([CH3:5])([CH3:4])[CH3:3].[Cl:27][C:28]1[CH:36]=[CH:35][CH:34]=[C:33]([Cl:37])[C:29]=1[C:30](Cl)=[O:31]. (5) Given the product [CH3:20][N:19]([CH3:21])[C:14]1[CH:15]=[C:16]2[C:11](=[CH:12][CH:13]=1)[CH:10]=[C:9]([C:8]1[CH:7]=[CH:6][N:5]3[CH:4]=[CH:3][N:24]=[C:23]3[C:22]=1[C:25]#[N:26])[CH:18]=[CH:17]2, predict the reactants needed to synthesize it. The reactants are: CO[CH:3](OC)[CH2:4][NH:5]/[CH:6]=[CH:7]\[C:8](=[C:22]([C:25]#[N:26])[C:23]#[N:24])[C:9]1[CH:18]=[CH:17][C:16]2[C:11](=[CH:12][CH:13]=[C:14]([N:19]([CH3:21])[CH3:20])[CH:15]=2)[CH:10]=1.Cl.